Predict the product of the given reaction. From a dataset of Forward reaction prediction with 1.9M reactions from USPTO patents (1976-2016). (1) Given the reactants [CH3:1][C:2]1[C:6]([C:7]2[C:8](=[O:14])[NH:9][C:10](=[O:13])[NH:11][CH:12]=2)=[CH:5][S:4][N:3]=1.C(N(CC)CC)C.[CH:22]([CH:24]=[CH2:25])=[O:23], predict the reaction product. The product is: [CH3:1][C:2]1[C:6]([C:7]2[C:8](=[O:14])[NH:9][C:10](=[O:13])[N:11]([CH2:25][CH2:24][CH:22]=[O:23])[CH:12]=2)=[CH:5][S:4][N:3]=1. (2) Given the reactants [CH3:1][O:2][C:3](=[O:18])[CH2:4][CH2:5][C:6]#[C:7][C:8]1[CH:13]=[CH:12][C:11]([F:14])=[C:10]([N+:15]([O-])=O)[CH:9]=1.[H][H], predict the reaction product. The product is: [CH3:1][O:2][C:3](=[O:18])[CH2:4][CH2:5][CH2:6][CH2:7][C:8]1[CH:13]=[CH:12][C:11]([F:14])=[C:10]([NH2:15])[CH:9]=1. (3) Given the reactants [CH2:1]([O:3][C:4](=[O:7])[CH2:5][NH2:6])[CH3:2].C(N(CC)CC)C.[C:15](O[C:15]([O:17][C:18]([CH3:21])([CH3:20])[CH3:19])=[O:16])([O:17][C:18]([CH3:21])([CH3:20])[CH3:19])=[O:16], predict the reaction product. The product is: [CH2:1]([O:3][C:4](=[O:7])[CH2:5][NH:6][C:15]([O:17][C:18]([CH3:21])([CH3:20])[CH3:19])=[O:16])[CH3:2]. (4) The product is: [Br:23][C:22]1[CH:21]=[CH:20][C:4]([CH2:5][NH:6][C:7]([CH3:18])([C:8]([O:10][CH:11]2[CH2:15][CH2:14][CH2:13][CH2:12]2)=[O:9])[CH3:16])=[CH:3][CH:2]=1. Given the reactants Br[C:2]1[CH:3]=[C:4]([CH:20]=[CH:21][CH:22]=1)[CH2:5][NH:6][C:7]([CH2:18]C)([CH2:16]C)[C:8]([O:10][CH:11]1[CH2:15][CH2:14][CH2:13][CH2:12]1)=[O:9].[Br:23]C1C=CC(C=O)=CC=1.Cl.CC(C(OC1CCCC1)=O)(C)N, predict the reaction product. (5) Given the reactants [H-].[Al+3].[Li+].[H-].[H-].[H-].C[O:8][C:9]([C:11]1[CH:35]=[CH:34][C:14]2[C@@H:15]3[C@H:20]([CH2:21][CH2:22][C:13]=2[CH:12]=1)[N:19]([C:23]([C:25]1[CH:33]=[CH:32][C:28]2[NH:29][CH:30]=[N:31][C:27]=2[CH:26]=1)=[O:24])[CH2:18][CH2:17][CH2:16]3)=O.O, predict the reaction product. The product is: [NH:29]1[C:28]2[CH:32]=[CH:33][C:25]([C:23]([N:19]3[C@@H:20]4[C@@H:15]([C:14]5[CH:34]=[CH:35][C:11]([CH2:9][OH:8])=[CH:12][C:13]=5[CH2:22][CH2:21]4)[CH2:16][CH2:17][CH2:18]3)=[O:24])=[CH:26][C:27]=2[N:31]=[CH:30]1. (6) Given the reactants [Cl:1][C:2]1[CH:7]=[CH:6][C:5]([S:8][C:9]2[C:17]3[C:12](=[N:13][CH:14]=[CH:15][CH:16]=3)[NH:11][C:10]=2[CH:18]=[O:19])=[CH:4][CH:3]=1.[C:20]1([Mg]Br)[CH:25]=[CH:24][CH:23]=[CH:22][CH:21]=1, predict the reaction product. The product is: [Cl:1][C:2]1[CH:7]=[CH:6][C:5]([S:8][C:9]2[C:17]3[C:12](=[N:13][CH:14]=[CH:15][CH:16]=3)[NH:11][C:10]=2[CH:18]([C:20]2[CH:25]=[CH:24][CH:23]=[CH:22][CH:21]=2)[OH:19])=[CH:4][CH:3]=1. (7) Given the reactants Br[C:2]1[CH:3]=[C:4]2[C:9](=[CH:10][CH:11]=1)[N:8]=[C:7]([NH:12][CH2:13][C:14]1[CH:19]=[CH:18][CH:17]=[CH:16][C:15]=1[O:20][CH3:21])[CH:6]=[CH:5]2.[OH:22][CH2:23][CH2:24][C:25]1[CH:26]=[C:27]([CH:29]=[CH:30][CH:31]=1)[NH2:28], predict the reaction product. The product is: [CH3:21][O:20][C:15]1[CH:16]=[CH:17][CH:18]=[CH:19][C:14]=1[CH2:13][NH:12][C:7]1[CH:6]=[CH:5][C:4]2[C:9](=[CH:10][CH:11]=[C:2]([NH:28][C:27]3[CH:26]=[C:25]([CH2:24][CH2:23][OH:22])[CH:31]=[CH:30][CH:29]=3)[CH:3]=2)[N:8]=1.